Dataset: Forward reaction prediction with 1.9M reactions from USPTO patents (1976-2016). Task: Predict the product of the given reaction. (1) The product is: [C:25]([O:24][C:22]([N:10]1[CH2:9][CH2:8][CH:7]([O:6][C:5]2[CH:13]=[CH:14][C:2]([Br:1])=[CH:3][CH:4]=2)[CH2:12][CH2:11]1)=[O:21])([CH3:28])([CH3:27])[CH3:26]. Given the reactants [Br:1][C:2]1[CH:14]=[CH:13][C:5]([O:6][CH:7]2[CH2:12][CH2:11][NH:10][CH2:9][CH2:8]2)=[CH:4][CH:3]=1.C([O-])([O-])=O.[Na+].[Na+].[O:21](C(OC(C)(C)C)=O)[C:22]([O:24][C:25]([CH3:28])([CH3:27])[CH3:26])=O, predict the reaction product. (2) Given the reactants [N:8]1(C([N:8]2[CH:12]=[CH:11][N:10]=[CH:9]2)=N)[CH:12]=[CH:11][N:10]=[CH:9]1.N[C:14]1[CH:19]=[CH:18]C(C)=C[C:15]=1[OH:21], predict the reaction product. The product is: [O:21]1[C:15]2[CH:14]=[CH:19][CH:18]=[CH:12][C:11]=2[N:10]=[C:9]1[NH2:8]. (3) The product is: [F:13][C:14]1[CH:20]=[C:19]([O:21][CH3:22])[CH:18]=[C:17]2[C:15]=1[NH:16][C:31](=[O:2])[CH:29]2[S:9][CH3:8]. Given the reactants S(Cl)(Cl)(=O)=[O:2].CC[C:8](OCC)=[S:9].[F:13][C:14]1[CH:20]=[C:19]([O:21][CH3:22])[CH:18]=[CH:17][C:15]=1[NH2:16].CCN([CH:29]([CH3:31])C)C(C)C, predict the reaction product. (4) Given the reactants [C:1]([O:7][C:8]([CH3:11])([CH3:10])[CH3:9])(=[O:6])[CH2:2][CH2:3][CH:4]=[CH2:5].C12BC(CCC1)CCC2.Cl[C:22]1[C:23]([C:36]2[CH:41]=[CH:40][C:39]([F:42])=[CH:38][CH:37]=2)=[N:24][C:25]2[C:30]([N:31]=1)=[CH:29][C:28]([C:32]([O:34][CH3:35])=[O:33])=[CH:27][CH:26]=2.ClCCl.P([O-])([O-])([O-])=O.[K+].[K+].[K+], predict the reaction product. The product is: [C:8]([O:7][C:1](=[O:6])[CH2:2][CH2:3][CH2:4][CH2:5][C:22]1[C:23]([C:36]2[CH:41]=[CH:40][C:39]([F:42])=[CH:38][CH:37]=2)=[N:24][C:25]2[C:30]([N:31]=1)=[CH:29][C:28]([C:32]([O:34][CH3:35])=[O:33])=[CH:27][CH:26]=2)([CH3:11])([CH3:10])[CH3:9]. (5) The product is: [C:6]([C:7]1[CH:8]=[C:9]2[C:14](=[CH:15][CH:16]=1)[CH:13]=[C:12]([OH:17])[CH:11]=[CH:10]2)#[CH:5]. Given the reactants C[Si]([C:5]#[C:6][C:7]1[CH:8]=[C:9]2[C:14](=[CH:15][CH:16]=1)[CH:13]=[C:12]([OH:17])[CH:11]=[CH:10]2)(C)C.C([O-])([O-])=O.[K+].[K+], predict the reaction product. (6) The product is: [ClH:1].[Cl:1][C:2]1[CH:7]=[CH:6][C:5]([C:8]2[O:9][CH:10]=[C:11]([C:13]3([CH2:20][NH:21][C:32](=[O:33])[C:31]4[CH:35]=[CH:36][CH:37]=[C:29]([C:26]5[N:25]=[C:24]([C:23]([F:39])([F:38])[F:22])[O:28][N:27]=5)[CH:30]=4)[CH2:14][CH2:15][N:16]([CH3:19])[CH2:17][CH2:18]3)[N:12]=2)=[CH:4][CH:3]=1. Given the reactants [Cl:1][C:2]1[CH:7]=[CH:6][C:5]([C:8]2[O:9][CH:10]=[C:11]([C:13]3([CH2:20][NH2:21])[CH2:18][CH2:17][N:16]([CH3:19])[CH2:15][CH2:14]3)[N:12]=2)=[CH:4][CH:3]=1.[F:22][C:23]([F:39])([F:38])[C:24]1[O:28][N:27]=[C:26]([C:29]2[CH:30]=[C:31]([CH:35]=[CH:36][CH:37]=2)[C:32](O)=[O:33])[N:25]=1, predict the reaction product. (7) Given the reactants [CH3:1][C:2]1[CH:7]=[CH:6][C:5]([CH:8]2[CH2:12][CH2:11][CH2:10][NH:9]2)=[CH:4][CH:3]=1.[ClH:13].[N:14]1([C:19](N)=[NH:20])C=CC=N1.CCN(C(C)C)C(C)C, predict the reaction product. The product is: [ClH:13].[CH3:1][C:2]1[CH:3]=[CH:4][C:5]([CH:8]2[CH2:12][CH2:11][CH2:10][N:9]2[C:19](=[NH:14])[NH2:20])=[CH:6][CH:7]=1.